This data is from Reaction yield outcomes from USPTO patents with 853,638 reactions. The task is: Predict the reaction yield, written as a fraction of the theoretical maximum amount of product (1.0 means a 100% yield; for example, 0.34 means a 34% yield). (1) The reactants are [CH3:1][O:2][C:3]1[CH:4]=[C:5]([C:11]([C:13]2[CH:18]=[CH:17][CH:16]=[CH:15][C:14]=2[O:19][CH3:20])=O)[CH:6]=[C:7]([O:9][CH3:10])[CH:8]=1.C(OP([CH2:29][C:30]#[N:31])(=O)OCC)C.C[Si]([N-][Si](C)(C)C)(C)C.[Li+].O1C2C=CC(C(C3C=C(OC)C=C(OC)C=3)=CC#N)=CC=2OCC1. The catalyst is C1COCC1. The product is [CH3:1][O:2][C:3]1[CH:4]=[C:5]([C:11]([C:13]2[CH:18]=[CH:17][CH:16]=[CH:15][C:14]=2[O:19][CH3:20])=[CH:29][C:30]#[N:31])[CH:6]=[C:7]([O:9][CH3:10])[CH:8]=1. The yield is 0.700. (2) The reactants are C([O:3][C:4](=O)[CH2:5][C:6](=O)[CH:7]1[CH2:11][CH2:10][O:9][CH2:8]1)C.Cl.[NH2:15][C:16]([NH2:18])=[NH:17].CC(C)([O-])C.[K+]. The catalyst is CO.O. The product is [NH2:17][C:16]1[NH:18][C:4](=[O:3])[CH:5]=[C:6]([CH:7]2[CH2:11][CH2:10][O:9][CH2:8]2)[N:15]=1. The yield is 0.510. (3) The reactants are [F:1][C:2]([F:18])([F:17])[C:3]1[CH:11]=[CH:10][C:9]2[N:5]([CH:6]=[C:7]([C:12]([O:14][CH2:15][CH3:16])=[O:13])[CH:8]=2)[CH:4]=1.F[B-](F)(F)F.C1(P(C2CCCC2)C2CCCC2)CCCC1.C([O-])([O-])=O.[Cs+].[Cs+].Cl[C:47]1[CH:52]=[CH:51][CH:50]=[CH:49][N:48]=1. The catalyst is CC([O-])=O.CC([O-])=O.[Pd+2].C1(C)C=CC=CC=1. The product is [N:48]1[CH:49]=[CH:50][CH:51]=[CH:52][C:47]=1[C:6]1[N:5]2[C:9]([CH:10]=[CH:11][C:3]([C:2]([F:1])([F:17])[F:18])=[CH:4]2)=[CH:8][C:7]=1[C:12]([O:14][CH2:15][CH3:16])=[O:13]. The yield is 0.820. (4) The reactants are [CH3:1][O:2][C:3](=[O:22])[CH:4]([C:9]1[CH:14]=[CH:13][C:12]([C:15]([F:18])([F:17])[F:16])=[CH:11][C:10]=1[N+:19]([O-:21])=[O:20])C(OC)=O.[Cl-].[Na+].O. The catalyst is CS(C)=O. The product is [CH3:1][O:2][C:3](=[O:22])[CH2:4][C:9]1[CH:14]=[CH:13][C:12]([C:15]([F:18])([F:17])[F:16])=[CH:11][C:10]=1[N+:19]([O-:21])=[O:20]. The yield is 0.800. (5) The reactants are [Cl:1][C:2]1[CH:12]=[CH:11][C:5]2[NH:6][C:7](=[O:10])[CH2:8][O:9][C:4]=2[CH:3]=1.C([O-])([O-])=O.[Cs+].[Cs+].[Cl:19][CH2:20][CH2:21][CH2:22]I. The catalyst is CCCCCCC.CCOC(C)=O. The product is [Cl:1][C:2]1[CH:12]=[CH:11][C:5]2[N:6]([CH2:22][CH2:21][CH2:20][Cl:19])[C:7](=[O:10])[CH2:8][O:9][C:4]=2[CH:3]=1. The yield is 0.790. (6) The catalyst is O.C1COCC1. The reactants are [CH3:1][N:2](C=O)C.CI.CN(C)[CH2:10][C:11]1[C:19]2[C:14](=[CH:15][C:16]([N+:20]([O-:22])=[O:21])=[CH:17][CH:18]=2)[NH:13][CH:12]=1.[C-]#N.[K+]. The product is [N+:20]([C:16]1[CH:15]=[C:14]2[C:19]([C:11]([CH2:10][C:1]#[N:2])=[CH:12][NH:13]2)=[CH:18][CH:17]=1)([O-:22])=[O:21]. The yield is 0.360. (7) The reactants are [N+:1]([C:4]1[CH:17]=[CH:16][C:7]2[N:8]=[C:9]([C:11]([O:13][CH2:14][CH3:15])=[O:12])[NH:10][C:6]=2[CH:5]=1)([O-])=O. The catalyst is C(OCC)(=O)C.[Pd]. The product is [NH2:1][C:4]1[CH:17]=[CH:16][C:7]2[N:8]=[C:9]([C:11]([O:13][CH2:14][CH3:15])=[O:12])[NH:10][C:6]=2[CH:5]=1. The yield is 0.360.